Regression. Given a peptide amino acid sequence and an MHC pseudo amino acid sequence, predict their binding affinity value. This is MHC class II binding data. From a dataset of Peptide-MHC class II binding affinity with 134,281 pairs from IEDB. The peptide sequence is FVGKMYFNLIDTK. The MHC is DRB3_0101 with pseudo-sequence DRB3_0101. The binding affinity (normalized) is 0.